From a dataset of CYP2C19 inhibition data for predicting drug metabolism from PubChem BioAssay. Regression/Classification. Given a drug SMILES string, predict its absorption, distribution, metabolism, or excretion properties. Task type varies by dataset: regression for continuous measurements (e.g., permeability, clearance, half-life) or binary classification for categorical outcomes (e.g., BBB penetration, CYP inhibition). Dataset: cyp2c19_veith. (1) The molecule is CO[C@H]1COC(=O)[C@@H](C)COC(=O)[C@@H](OCc2ccccc2)/C=C\[C@@H]1C. The result is 0 (non-inhibitor). (2) The molecule is C=C(C)C1Cc2nc(N)nc(C)c2C1. The result is 0 (non-inhibitor). (3) The result is 0 (non-inhibitor). The compound is NC1=N[C@H](c2ccc(Cl)cc2)N(c2ccc(S(N)(=O)=O)cc2)C(N)=N1. (4) The molecule is O=C(c1cc(-c2cccs2)on1)N1CCN(c2ccc(F)cc2)CC1. The result is 1 (inhibitor). (5) The drug is COc1cc2ccc(=O)oc2cc1O. The result is 0 (non-inhibitor).